From a dataset of Full USPTO retrosynthesis dataset with 1.9M reactions from patents (1976-2016). Predict the reactants needed to synthesize the given product. (1) Given the product [CH3:12][N:2]([CH3:1])[CH:3]([C:5]1[CH:6]=[C:7]([O:11][C:13](=[O:16])[N:2]([CH2:3][CH3:4])[CH3:1])[CH:8]=[CH:9][CH:10]=1)[CH3:4], predict the reactants needed to synthesize it. The reactants are: [CH3:1][N:2]([CH3:12])[CH:3]([C:5]1[CH:6]=[C:7]([OH:11])[CH:8]=[CH:9][CH:10]=1)[CH3:4].[C:13](=[O:16])([O-])[O-].[K+].[K+]. (2) Given the product [CH3:2][C:37]1[N:36]=[C:35]([NH:42][CH2:43][C:44]2[C:49]([F:50])=[CH:48][CH:47]=[C:46]([F:51])[C:45]=2[F:52])[N:34]([C:31]2[CH:32]=[CH:33][C:28]([F:27])=[CH:29][CH:30]=2)[C:38]=1[C:39]([OH:41])=[O:40], predict the reactants needed to synthesize it. The reactants are: F[C:2]1C=CC(N2C(C(O)=O)=CN=C2SCC2C(F)=CC=C(F)C=2F)=CC=1.[F:27][C:28]1[CH:33]=[CH:32][C:31]([N:34]2[C:38]([C:39]([O-:41])=[O:40])=[CH:37][N:36]=[C:35]2[NH:42][CH2:43][C:44]2[C:49]([F:50])=[CH:48][CH:47]=[C:46]([F:51])[C:45]=2[F:52])=[CH:30][CH:29]=1. (3) Given the product [O:15]1[C:10]2([CH2:29][CH2:30][N:7]([CH2:6][C:5]3[CH:31]=[C:32]([CH2:34][CH2:35][OH:36])[CH:33]=[C:3]([F:2])[CH:4]=3)[CH2:8][CH2:9]2)[CH2:11][NH:12][CH2:13][CH2:14]1, predict the reactants needed to synthesize it. The reactants are: N.[F:2][C:3]1[CH:4]=[C:5]([CH:31]=[C:32]([CH2:34][CH2:35][OH:36])[CH:33]=1)[CH2:6][N:7]1[CH2:30][CH2:29][C:10]2([O:15][CH2:14][CH2:13][N:12](C(C3N=C(C4C=CC=CC=4)SC=3)=O)[CH2:11]2)[CH2:9][CH2:8]1. (4) The reactants are: Cl[C:2]1[CH:7]=[C:6]([C:8]([F:11])([F:10])[F:9])[N:5]=[C:4]([C:12]2[CH:17]=[CH:16][CH:15]=[C:14]([Cl:18])[CH:13]=2)[CH:3]=1.[NH2:19][C:20]1[CH:28]=[CH:27][C:23]([CH2:24][CH2:25][OH:26])=[CH:22][CH:21]=1.C1C=CC(P(C2C(C3C(P(C4C=CC=CC=4)C4C=CC=CC=4)=CC=C4C=3C=CC=C4)=C3C(C=CC=C3)=CC=2)C2C=CC=CC=2)=CC=1.C(=O)([O-])[O-].[Cs+].[Cs+]. Given the product [Cl:18][C:14]1[CH:13]=[C:12]([C:4]2[CH:3]=[C:2]([NH:19][C:20]3[CH:28]=[CH:27][C:23]([CH2:24][CH2:25][OH:26])=[CH:22][CH:21]=3)[CH:7]=[C:6]([C:8]([F:11])([F:10])[F:9])[N:5]=2)[CH:17]=[CH:16][CH:15]=1, predict the reactants needed to synthesize it. (5) Given the product [CH3:1][O:2][C:3]1[S:7][C:6]([N:8]2[C:10](=[O:9])[C:18]3[C:13](=[CH:14][CH:15]=[CH:16][CH:17]=3)[C:12]2=[O:19])=[N:5][CH:4]=1, predict the reactants needed to synthesize it. The reactants are: [CH3:1][O:2][C:3]1[S:7][C:6]([NH2:8])=[N:5][CH:4]=1.[O:9]=[C:10]1[C:18]2[C:13](=[CH:14][CH:15]=[CH:16][CH:17]=2)[C:12](=[O:19])N1C(OCC)=O. (6) Given the product [CH2:9]([N:16]1[CH2:21][CH2:20][NH:19][C@@H:18]([CH2:22][CH:23]([OH:24])[CH3:1])[CH2:17]1)[C:10]1[CH:11]=[CH:12][CH:13]=[CH:14][CH:15]=1, predict the reactants needed to synthesize it. The reactants are: [CH3:1][N+]1([O-])CCOCC1.[CH2:9]([N:16]1[CH2:21][CH2:20][NH:19][C@@H:18]([CH2:22][CH:23]=[O:24])[CH2:17]1)[C:10]1[CH:15]=[CH:14][CH:13]=[CH:12][CH:11]=1.C[Mg]Cl. (7) Given the product [F:24][C:25]([F:30])([F:29])[C:26]([OH:28])=[O:27].[CH3:1][C:2]1[NH:10][C:9]2[CH:8]=[CH:7][N:6]=[C:5]([C:18]3[CH:19]=[CH:20][CH:21]=[CH:22][CH:23]=3)[C:4]=2[CH:3]=1, predict the reactants needed to synthesize it. The reactants are: [CH3:1][C:2]1[N:10](C(OC(C)(C)C)=O)[C:9]2[CH:8]=[CH:7][N:6]=[C:5]([C:18]3[CH:23]=[CH:22][CH:21]=[CH:20][CH:19]=3)[C:4]=2[CH:3]=1.[F:24][C:25]([F:30])([F:29])[C:26]([OH:28])=[O:27]. (8) Given the product [CH:32]([C:30]1[N:31]=[C:26]([C:12]2[CH:11]=[C:10]([CH:15]=[CH:14][CH:13]=2)[CH2:9][NH:8][C:6](=[O:7])[O:5][C:1]([CH3:4])([CH3:3])[CH3:2])[CH:27]=[CH:28][CH:29]=1)=[O:33], predict the reactants needed to synthesize it. The reactants are: [C:1]([O:5][C:6]([NH:8][CH2:9][C:10]1[CH:11]=[C:12](B(O)O)[CH:13]=[CH:14][CH:15]=1)=[O:7])([CH3:4])([CH3:3])[CH3:2].C(=O)([O-])[O-].[K+].[K+].Br[C:26]1[N:31]=[C:30]([CH:32]=[O:33])[CH:29]=[CH:28][CH:27]=1.COCCOC. (9) Given the product [C:42]([O:46][C:47]([N:49]1[C@H:58]([C:59](=[O:61])[NH:102][C@H:86]([C:85]([O:84][CH3:83])=[O:103])[CH2:87][C:88]2[CH:89]=[CH:90][C:91]([C:94]3[CH:99]=[CH:98][C:97]([C:100]#[N:101])=[CH:96][CH:95]=3)=[CH:92][CH:93]=2)[CH2:57][C:56]2[CH:55]=[C:54]3[O:62][CH2:63][C@H:64]([C:66]4[CH:71]=[CH:70][C:69]([O:72][CH2:73][C:74]5[CH:79]=[CH:78][C:77]([Cl:80])=[C:76]([Cl:81])[CH:75]=5)=[CH:68][CH:67]=4)[O:65][C:53]3=[CH:52][C:51]=2[CH2:50]1)=[O:48])([CH3:43])([CH3:44])[CH3:45], predict the reactants needed to synthesize it. The reactants are: COC([C@@H]1CC2C=C3OC[C@H](C4C=CC(OCC5C=CC(Cl)=C(Cl)C=5)=CC=4)OC3=CC=2CN1C(OC(C)(C)C)=O)=O.[C:42]([O:46][C:47]([N:49]1[C@H:58]([C:59]([OH:61])=O)[CH2:57][C:56]2[CH:55]=[C:54]3[O:62][CH2:63][C@H:64]([C:66]4[CH:71]=[CH:70][C:69]([O:72][CH2:73][C:74]5[CH:79]=[CH:78][C:77]([Cl:80])=[C:76]([Cl:81])[CH:75]=5)=[CH:68][CH:67]=4)[O:65][C:53]3=[CH:52][C:51]=2[CH2:50]1)=[O:48])([CH3:45])([CH3:44])[CH3:43].Cl.[CH3:83][O:84][C:85](=[O:103])[C@@H:86]([NH2:102])[CH2:87][C:88]1[CH:93]=[CH:92][C:91]([C:94]2[CH:99]=[CH:98][C:97]([C:100]#[N:101])=[CH:96][CH:95]=2)=[CH:90][CH:89]=1. (10) The reactants are: O=[C:2]1[CH2:6][CH2:5][CH:4]([N:7]2[C:15](=[O:16])[C:14]3[C:9](=[CH:10][CH:11]=[CH:12][CH:13]=3)[C:8]2=[O:17])[CH2:3]1.Cl.[C:19]([C:21]1[CH:26]=[CH:25][C:24]([NH:27]N)=[CH:23][CH:22]=1)#[N:20]. Given the product [O:17]=[C:8]1[C:9]2[C:14](=[CH:13][CH:12]=[CH:11][CH:10]=2)[C:15](=[O:16])[N:7]1[CH:4]1[CH2:5][C:6]2[NH:27][C:24]3[CH:23]=[CH:22][C:21]([C:19]#[N:20])=[CH:26][C:25]=3[C:2]=2[CH2:3]1, predict the reactants needed to synthesize it.